Dataset: Full USPTO retrosynthesis dataset with 1.9M reactions from patents (1976-2016). Task: Predict the reactants needed to synthesize the given product. (1) Given the product [F:1][C:2]([F:7])([F:6])[C:3]([OH:5])=[O:4].[F:8][C:9]([F:14])([F:13])[C:10]([OH:12])=[O:11].[Cl:22][C:23]1[CH:24]=[N:25][C:26]2[NH:27][C:28]3[CH:29]=[N:30][CH:31]=[C:32]([CH:54]=3)[CH2:33][CH2:34][C:35]3[CH:43]=[C:39]([NH:40][C:41]=1[N:42]=2)[CH:38]=[CH:37][C:36]=3[NH:44][C:45](=[O:53])[CH2:46][CH:47]1[CH2:52][CH2:51][N:50]([C:62]([NH:61][C:55]2[CH:60]=[CH:59][CH:58]=[CH:57][CH:56]=2)=[O:63])[CH2:49][CH2:48]1, predict the reactants needed to synthesize it. The reactants are: [F:1][C:2]([F:7])([F:6])[C:3]([OH:5])=[O:4].[F:8][C:9]([F:14])([F:13])[C:10]([OH:12])=[O:11].FC(F)(F)C(O)=O.[Cl:22][C:23]1[CH:24]=[N:25][C:26]2[NH:27][C:28]3[CH:29]=[N:30][CH:31]=[C:32]([CH:54]=3)[CH2:33][CH2:34][C:35]3[CH:43]=[C:39]([NH:40][C:41]=1[N:42]=2)[CH:38]=[CH:37][C:36]=3[NH:44][C:45](=[O:53])[CH2:46][CH:47]1[CH2:52][CH2:51][NH:50][CH2:49][CH2:48]1.[C:55]1([N:61]=[C:62]=[O:63])[CH:60]=[CH:59][CH:58]=[CH:57][CH:56]=1. (2) The reactants are: [I:1][C:2]1[CH:10]=[CH:9][C:5]([C:6](Cl)=[O:7])=[CH:4][CH:3]=1.C([C:14]1[CH:19]=[CH:18][C:17]([O:20][CH3:21])=[CH:16][CH:15]=1)(C)C.[Cl-].[Al+3].[Cl-].[Cl-].CC[O:28]C(C)=O. Given the product [OH:28][C:14]1[CH:19]=[CH:18][C:17]([O:20][CH3:21])=[CH:16][C:15]=1[C:6]([C:5]1[CH:9]=[CH:10][C:2]([I:1])=[CH:3][CH:4]=1)=[O:7], predict the reactants needed to synthesize it.